Dataset: Forward reaction prediction with 1.9M reactions from USPTO patents (1976-2016). Task: Predict the product of the given reaction. Given the reactants [CH2:1]([O:8][C:9]([NH:11][NH:12][C@@H:13]([C:17]([CH3:20])([CH3:19])[CH3:18])[CH2:14][CH:15]=[CH2:16])=[O:10])[C:2]1[CH:7]=[CH:6][CH:5]=[CH:4][CH:3]=1.[CH3:21][C:22]1[CH:23]=[C:24]([CH:28]=[C:29]([CH3:31])[CH:30]=1)[C:25](Cl)=[O:26], predict the reaction product. The product is: [CH2:1]([O:8][C:9]([NH:11][N:12]([C@@H:13]([C:17]([CH3:20])([CH3:19])[CH3:18])[CH2:14][CH:15]=[CH2:16])[C:25](=[O:26])[C:24]1[CH:28]=[C:29]([CH3:31])[CH:30]=[C:22]([CH3:21])[CH:23]=1)=[O:10])[C:2]1[CH:7]=[CH:6][CH:5]=[CH:4][CH:3]=1.